From a dataset of Catalyst prediction with 721,799 reactions and 888 catalyst types from USPTO. Predict which catalyst facilitates the given reaction. (1) Reactant: Cl[C:2]1[N:11]=[C:10]([NH:12][C:13]2[CH:14]=[C:15]3[C:19](=[CH:20][CH:21]=2)[NH:18][N:17]=[CH:16]3)[C:9]2[C:4](=[CH:5][C:6]([O:24][CH3:25])=[C:7]([O:22][CH3:23])[CH:8]=2)[N:3]=1.[F:26][C:27]1[CH:28]=[C:29]([CH:31]=[CH:32][CH:33]=1)[NH2:30]. Product: [F:26][C:27]1[CH:28]=[C:29]([NH:30][C:2]2[N:11]=[C:10]([NH:12][C:13]3[CH:14]=[C:15]4[C:19](=[CH:20][CH:21]=3)[NH:18][N:17]=[CH:16]4)[C:9]3[C:4](=[CH:5][C:6]([O:24][CH3:25])=[C:7]([O:22][CH3:23])[CH:8]=3)[N:3]=2)[CH:31]=[CH:32][CH:33]=1. The catalyst class is: 51. (2) Reactant: [CH2:1]([N:3]1[C:7]2[N:8]=[C:9]([C:18]3[CH:23]=[CH:22][C:21]([NH:24][C:25]([NH:27][C:28]4[CH:36]=[CH:35][C:31]([C:32](O)=[O:33])=[CH:30][CH:29]=4)=[O:26])=[CH:20][CH:19]=3)[N:10]=[C:11]([N:12]3[CH2:17][CH2:16][O:15][CH2:14][CH2:13]3)[C:6]=2[N:5]=[N:4]1)[CH3:2].[CH3:37][N:38]1[CH2:43][CH2:42][NH:41][CH2:40][CH2:39]1.CCN(CC)CC.C1C=CC2N(O)N=NC=2C=1.CCN=C=NCCCN(C)C. Product: [CH2:1]([N:3]1[C:7]2[N:8]=[C:9]([C:18]3[CH:23]=[CH:22][C:21]([NH:24][C:25]([NH:27][C:28]4[CH:29]=[CH:30][C:31]([C:32]([N:41]5[CH2:42][CH2:43][N:38]([CH3:37])[CH2:39][CH2:40]5)=[O:33])=[CH:35][CH:36]=4)=[O:26])=[CH:20][CH:19]=3)[N:10]=[C:11]([N:12]3[CH2:17][CH2:16][O:15][CH2:14][CH2:13]3)[C:6]=2[N:5]=[N:4]1)[CH3:2]. The catalyst class is: 1. (3) Reactant: [CH:1]([C:4]1[NH:8][N:7]=[C:6]([NH:9][C:10]2[C:11]3[CH2:26][CH2:25][CH2:24][C:12]=3[N:13]=[C:14]([N:16]3[CH2:20][CH2:19][CH2:18][CH:17]3[C:21]([OH:23])=O)[N:15]=2)[CH:5]=1)([CH3:3])[CH3:2].[NH:27]1[CH2:32][CH2:31][O:30][CH2:29][CH2:28]1.CN(C(ON1N=NC2C=CC=NC1=2)=[N+](C)C)C.F[P-](F)(F)(F)(F)F.CCN(C(C)C)C(C)C. Product: [CH:1]([C:4]1[NH:8][N:7]=[C:6]([NH:9][C:10]2[C:11]3[CH2:26][CH2:25][CH2:24][C:12]=3[N:13]=[C:14]([N:16]3[CH2:20][CH2:19][CH2:18][C@@H:17]3[C:21]([N:27]3[CH2:32][CH2:31][O:30][CH2:29][CH2:28]3)=[O:23])[N:15]=2)[CH:5]=1)([CH3:2])[CH3:3]. The catalyst class is: 18.